The task is: Binary Classification. Given a drug SMILES string, predict its activity (active/inactive) in a high-throughput screening assay against a specified biological target.. This data is from HIV replication inhibition screening data with 41,000+ compounds from the AIDS Antiviral Screen. (1) The drug is Cn1ncc2[nH]cnc2c1=S. The result is 0 (inactive). (2) The drug is CC(=O)Nc1ccc(C=C2SC(=S)N(C=C(C#N)C#N)C2=O)cc1. The result is 0 (inactive). (3) The molecule is Cc1ccc(Nc2nc(C)c(C(=O)CC(=NNC(N)=S)C(=O)Nc3cc(Cl)cc(Cl)c3)s2)cc1. The result is 0 (inactive). (4) The compound is CCc1cccc(C)c1NC(=O)C(=O)Cc1nc2ccccc2o1. The result is 0 (inactive). (5) The compound is COC(=O)c1ccccc1C=C1Cc2ccccc2C1=O. The result is 0 (inactive). (6) The molecule is CN1C(=O)C2C(=O)N(Cc3ccccc3)CC(=O)N2c2cccnc21. The result is 0 (inactive). (7) The result is 0 (inactive). The drug is N=C(N)SCCCON. (8) The drug is N#CC1C(=N)Cc2ccccc2-c2ccccc21. The result is 0 (inactive). (9) The drug is COC1C=COC2(C)Oc3c(C)c(O)c4c(O)c(c(C=NN5CCCCCCCCCCCC5)c(O)c4c3C2=O)NC(=O)C(C)=CC=CC(C)C(O)C(C)C(O)C(C)C(OC(C)=O)C1C. The result is 0 (inactive). (10) The molecule is N=c1oc2cc(O)ccc2cc1C(=O)NCc1ccccc1. The result is 0 (inactive).